The task is: Predict the reactants needed to synthesize the given product.. This data is from Full USPTO retrosynthesis dataset with 1.9M reactions from patents (1976-2016). Given the product [CH3:70][C:71]1[S:75][CH:74]=[C:73](/[CH:76]=[C:77](/[C@H:79]2[O:97][C:95](=[O:96])[CH2:94][C@H:93]([OH:98])[C:92]([CH3:100])([CH3:99])[C:90](=[O:91])[C@H:89]([CH3:101])[C@@H:88]([OH:102])[C@@H:87]([CH3:103])[CH2:86][CH:85]=[CH:84][CH:82]=[CH:81][CH2:80]2)\[CH3:78])[N:72]=1, predict the reactants needed to synthesize it. The reactants are: [K+].[Br-].CC1OC=C(/C=C(/[C@H]2OC(=O)C[C@H](O)C(C)(C)C(=O)[C@H](C)[C@@H](O)[C@@H](C)CCCC(C)=CC2)\C)N=1.CC1SC=C(/C=C(/[C@H]2OC(=O)C[C@H](O)[C@@H](C)C(=O)[C@H](C)[C@@H](O)[C@@H](C)CCCC=CC2)\C)N=1.C[CH2:70][C:71]1[S:75][CH:74]=[C:73](/[CH:76]=[C:77](/[C@H:79]2[O:97][C:95](=[O:96])[CH2:94][C@H:93]([OH:98])[C:92]([CH3:100])([CH3:99])[C:90](=[O:91])[C@H:89]([CH3:101])[C@@H:88]([OH:102])[C@@H:87]([CH3:103])[CH2:86][CH2:85][CH2:84][C@H:82]3O[C@H:81]3[CH2:80]2)\[CH3:78])[N:72]=1.CC1SC=C(/C=C(/[C@H]2OC(=O)C[C@H](O)[C@H](C)C(=O)[C@H](C)[C@@H](O)[C@@H](C)CCCC=CC2)\C)N=1.CC1SC=C(/C=C(/[C@H]2OC(=O)C[C@H](O)[C@@H](C)C(=O)[C@H](C)[C@@H](O)[C@@H](C)CCCC(C)=CC2)\C)N=1.